Task: Predict the reaction yield, written as a fraction of the theoretical maximum amount of product (1.0 means a 100% yield; for example, 0.34 means a 34% yield).. Dataset: Reaction yield outcomes from USPTO patents with 853,638 reactions The reactants are [CH3:1][O:2][C@@H:3]1[C@H:10]([OH:11])[CH2:9][CH2:8][C@@:5]2([O:7][CH2:6]2)[C@H:4]1[C@:12]1([CH3:20])[C@@H:14]([CH2:15][CH:16]=[C:17]([CH3:19])[CH3:18])[O:13]1.[C:21]1([P:27](=[O:36])([C:30]2[CH:35]=[CH:34][CH:33]=[CH:32][CH:31]=2)[CH:28]=[CH2:29])[CH:26]=[CH:25][CH:24]=[CH:23][CH:22]=1.[OH-].[K+].CCOCC. The catalyst is C1(C)C=CC=CC=1. The product is [CH3:1][O:2][C@@H:3]1[C@H:10]([O:11][CH2:29][CH2:28][P:27](=[O:36])([C:21]2[CH:26]=[CH:25][CH:24]=[CH:23][CH:22]=2)[C:30]2[CH:35]=[CH:34][CH:33]=[CH:32][CH:31]=2)[CH2:9][CH2:8][C@@:5]2([O:7][CH2:6]2)[C@H:4]1[C@:12]1([CH3:20])[C@@H:14]([CH2:15][CH:16]=[C:17]([CH3:19])[CH3:18])[O:13]1. The yield is 0.708.